From a dataset of Forward reaction prediction with 1.9M reactions from USPTO patents (1976-2016). Predict the product of the given reaction. (1) Given the reactants [NH2:1][C:2]1[CH:34]=[CH:33][C:5]([O:6][C:7]2[N:12]=[CH:11][N:10]=[C:9]([N:13]3[CH2:18][CH2:17][CH:16]([N:19]4[CH2:25][CH2:24][C:23]5[CH:26]=[C:27]([O:30][CH3:31])[CH:28]=[CH:29][C:22]=5[NH:21][C:20]4=[O:32])[CH2:15][CH2:14]3)[CH:8]=2)=[CH:4][C:3]=1[CH3:35].[CH3:36][C:37](O)=[O:38].CN(C(ON1N=NC2C=CC=CC1=2)=[N+](C)C)C.[B-](F)(F)(F)F.O, predict the reaction product. The product is: [CH3:31][O:30][C:27]1[CH:28]=[CH:29][C:22]2[NH:21][C:20](=[O:32])[N:19]([CH:16]3[CH2:15][CH2:14][N:13]([C:9]4[N:10]=[CH:11][N:12]=[C:7]([O:6][C:5]5[CH:33]=[CH:34][C:2]([NH:1][C:37](=[O:38])[CH3:36])=[C:3]([CH3:35])[CH:4]=5)[CH:8]=4)[CH2:18][CH2:17]3)[CH2:25][CH2:24][C:23]=2[CH:26]=1. (2) Given the reactants Br[C:2]1[CH:3]=[C:4]([CH:17]=[CH:18][CH:19]=1)[O:5][C:6]1[C:15]2[C:10](=[CH:11][CH:12]=[CH:13][CH:14]=2)[NH:9][C:8](=[O:16])[CH:7]=1.C1(P(C2CCCCC2)C2C=CC=CC=2C2C(CCC)=CC(CCC)=CC=2CCC)CCCCC1.CC(C)([O-])C.[Na+].[NH2:60][CH2:61][CH2:62][C:63]1[CH:64]=[N:65][CH:66]=[CH:67][CH:68]=1, predict the reaction product. The product is: [N:65]1[CH:66]=[CH:67][CH:68]=[C:63]([CH2:62][CH2:61][NH:60][C:2]2[CH:3]=[C:4]([CH:17]=[CH:18][CH:19]=2)[O:5][C:6]2[C:15]3[C:10](=[CH:11][CH:12]=[CH:13][CH:14]=3)[NH:9][C:8](=[O:16])[CH:7]=2)[CH:64]=1. (3) Given the reactants Cl[C:2]1[N:7]=[C:6]([N:8]2[CH2:13][CH2:12][O:11][CH2:10][CH2:9]2)[N:5]=[C:4]([N:14]2[CH2:19][CH2:18][O:17][CH2:16][CH2:15]2)[N:3]=1.CC1(C)C(C)(C)OB([C:28]2[CH:34]=[CH:33][C:31]([NH2:32])=[CH:30][CH:29]=2)O1.C(=O)([O-])[O-].[Na+].[Na+], predict the reaction product. The product is: [O:17]1[CH2:18][CH2:19][N:14]([C:4]2[N:5]=[C:6]([N:8]3[CH2:13][CH2:12][O:11][CH2:10][CH2:9]3)[N:7]=[C:2]([C:28]3[CH:34]=[CH:33][C:31]([NH2:32])=[CH:30][CH:29]=3)[N:3]=2)[CH2:15][CH2:16]1. (4) Given the reactants [Br:1][C:2]1[CH:7]=[CH:6][C:5]([C:8](=[N:19][OH:20])[CH2:9][C:10]2[CH:15]=[CH:14][C:13]([S:16][CH3:17])=[C:12]([F:18])[CH:11]=2)=[CH:4][CH:3]=1.C([N-]C(C)C)(C)C.[Li+].C(NC(C)C)(C)C.C([Li])CCC.[C:41](N1C=CN=C1)(=[O:43])[CH3:42].Cl, predict the reaction product. The product is: [Br:1][C:2]1[CH:3]=[CH:4][C:5]([C:8]2[CH:9]([C:10]3[CH:15]=[CH:14][C:13]([S:16][CH3:17])=[C:12]([F:18])[CH:11]=3)[C:41]([CH3:42])([OH:43])[O:20][N:19]=2)=[CH:6][CH:7]=1.